This data is from Ames mutagenicity test results for genotoxicity prediction. The task is: Regression/Classification. Given a drug SMILES string, predict its toxicity properties. Task type varies by dataset: regression for continuous values (e.g., LD50, hERG inhibition percentage) or binary classification for toxic/non-toxic outcomes (e.g., AMES mutagenicity, cardiotoxicity, hepatotoxicity). Dataset: ames. The molecule is COc1cccc(/C=C/c2ccc([N+](=O)[O-])cc2)c1. The result is 1 (mutagenic).